Dataset: Forward reaction prediction with 1.9M reactions from USPTO patents (1976-2016). Task: Predict the product of the given reaction. (1) Given the reactants [S:1]1[CH:5]=[CH:4][CH:3]=[C:2]1[C:6]1[CH:13]=[CH:12][C:9]([CH:10]=O)=[CH:8][CH:7]=1.[CH3:14][CH:15]([CH3:31])[C:16]([NH:18][C:19]1[CH:24]=[CH:23][CH:22]=[C:21]([CH:25]2[CH2:30][CH2:29][NH:28][CH2:27][CH2:26]2)[CH:20]=1)=[O:17], predict the reaction product. The product is: [CH3:14][CH:15]([CH3:31])[C:16]([NH:18][C:19]1[CH:24]=[CH:23][CH:22]=[C:21]([CH:25]2[CH2:30][CH2:29][N:28]([CH2:10][C:9]3[CH:12]=[CH:13][C:6]([C:2]4[S:1][CH:5]=[CH:4][CH:3]=4)=[CH:7][CH:8]=3)[CH2:27][CH2:26]2)[CH:20]=1)=[O:17]. (2) Given the reactants [CH3:1][C:2]1[O:8][CH:7]=[C:6]([OH:9])[C:4](=[O:5])[CH:3]=1.CN(C)C.[F:14][C:15]1[CH:23]=[CH:22][C:18]([C:19](Cl)=[O:20])=[CH:17][CH:16]=1, predict the reaction product. The product is: [F:14][C:15]1[CH:23]=[CH:22][C:18]([C:19]([O:9][C:6]2[C:4](=[O:5])[CH:3]=[C:2]([CH3:1])[O:8][CH:7]=2)=[O:20])=[CH:17][CH:16]=1. (3) The product is: [CH2:1]([N:3]1[C:7]2=[N:8][C:9]([CH2:32][CH3:33])=[C:10]([CH2:19][NH:20][C:21]([C:72]3[CH:71]=[CH:76][CH:75]=[C:88]([C:86]([NH:34][CH2:35][C:36]4[CH:37]=[C:38]([C:42]5[CH:47]=[CH:46][CH:45]=[C:44]([CH2:48][CH:49]6[CH2:54][CH2:53][NH:52][CH2:51][CH2:50]6)[CH:43]=5)[CH:39]=[CH:40][CH:41]=4)=[O:92])[CH:73]=3)=[O:22])[C:11]([NH:12][CH:13]3[CH2:18][CH2:17][O:16][CH2:15][CH2:14]3)=[C:6]2[CH:5]=[N:4]1)[CH3:2]. Given the reactants [CH2:1]([N:3]1[C:7]2=[N:8][C:9]([CH2:32][CH3:33])=[C:10]([CH2:19][NH:20][C:21](C3C=C(C=CC=3)C(O)=O)=[O:22])[C:11]([NH:12][CH:13]3[CH2:18][CH2:17][O:16][CH2:15][CH2:14]3)=[C:6]2[CH:5]=[N:4]1)[CH3:2].[NH2:34][CH2:35][C:36]1[CH:37]=[C:38]([C:42]2[CH:47]=[CH:46][CH:45]=[C:44]([CH2:48][CH:49]3[CH2:54][CH2:53][N:52](C(OC(C)(C)C)=O)[CH2:51][CH2:50]3)[CH:43]=2)[CH:39]=[CH:40][CH:41]=1.CN(C(ON1N=N[C:72]2[CH:73]=C[CH:75]=[CH:76][C:71]1=2)=[N+](C)C)C.F[P-](F)(F)(F)(F)F.[C:86]([OH:92])([C:88](F)(F)F)=O, predict the reaction product.